Dataset: Reaction yield outcomes from USPTO patents with 853,638 reactions. Task: Predict the reaction yield, written as a fraction of the theoretical maximum amount of product (1.0 means a 100% yield; for example, 0.34 means a 34% yield). (1) The reactants are [OH:1][N:2]=[C:3]1[C:15]2[CH:14]=[CH:13][C:12]([O:16][CH3:17])=[CH:11][C:10]=2[C:9]2[C:4]1=[CH:5][CH:6]=[C:7]([O:18][CH3:19])[CH:8]=2.C(N(CC)CC)C.[CH2:27]([C:39]1[CH:44]=[CH:43][C:42]([S:45](Cl)(=[O:47])=[O:46])=[CH:41][CH:40]=1)[CH2:28][CH2:29][CH2:30][CH2:31][CH2:32][CH2:33][CH2:34][CH2:35][CH2:36][CH2:37][CH3:38]. The catalyst is C1COCC1. The product is [CH2:27]([C:39]1[CH:40]=[CH:41][C:42]([S:45]([O:1][N:2]=[C:3]2[C:4]3[CH:5]=[CH:6][C:7]([O:18][CH3:19])=[CH:8][C:9]=3[C:10]3[C:15]2=[CH:14][CH:13]=[C:12]([O:16][CH3:17])[CH:11]=3)(=[O:47])=[O:46])=[CH:43][CH:44]=1)[CH2:28][CH2:29][CH2:30][CH2:31][CH2:32][CH2:33][CH2:34][CH2:35][CH2:36][CH2:37][CH3:38]. The yield is 0.513. (2) The reactants are [CH3:1][N:2]1[CH:6]=[CH:5][N:4]=[C:3]1[CH:7]1[C:16](=O)[C:15]2[C:14]([C:18]([O:20]CC)=O)=[CH:13][CH:12]=[CH:11][C:10]=2[NH:9][CH:8]1[C:23]1[CH:28]=[CH:27][C:26]([C:29]([F:32])([F:31])[F:30])=[CH:25][CH:24]=1.O.[NH2:34][NH2:35]. The catalyst is CO. The product is [CH3:1][N:2]1[CH:6]=[CH:5][N:4]=[C:3]1[CH:7]1[C:16]2=[N:34][NH:35][C:18](=[O:20])[C:14]3[CH:13]=[CH:12][CH:11]=[C:10]([C:15]=32)[NH:9][CH:8]1[C:23]1[CH:28]=[CH:27][C:26]([C:29]([F:32])([F:31])[F:30])=[CH:25][CH:24]=1. The yield is 0.180. (3) The catalyst is C1COCC1.CO.O.O.Cl. The product is [Cl:29][C:22]1[CH:21]=[C:20]([C:17]([CH3:19])([CH3:18])[CH2:16][C:15]([OH:34])([C:30]([F:33])([F:31])[F:32])[CH2:14][C:12]2[NH:13][C:8]3[C:9](=[N:10][C:5]([C:3]([OH:4])=[O:2])=[CH:6][CH:7]=3)[CH:11]=2)[C:28]2[O:27][CH2:26][CH2:25][C:24]=2[CH:23]=1. The yield is 0.140. The reactants are C[O:2][C:3]([C:5]1[N:10]=[C:9]2[CH:11]=[C:12]([CH2:14][C:15]([OH:34])([C:30]([F:33])([F:32])[F:31])[CH2:16][C:17]([C:20]3[C:28]4[O:27][CH2:26][CH2:25][C:24]=4[CH:23]=[C:22]([Cl:29])[CH:21]=3)([CH3:19])[CH3:18])[NH:13][C:8]2=[CH:7][CH:6]=1)=[O:4].O.[OH-].[Li+].